From a dataset of Full USPTO retrosynthesis dataset with 1.9M reactions from patents (1976-2016). Predict the reactants needed to synthesize the given product. (1) The reactants are: [OH:1][CH2:2][CH2:3][N:4]1[CH2:19][CH:7]2[CH2:8][N:9](C(OC(C)(C)C)=O)[CH2:10][CH2:11][N:6]2[C:5]1=[O:20].C(O)(C(F)(F)F)=O. Given the product [OH:1][CH2:2][CH2:3][N:4]1[CH2:19][CH:7]2[CH2:8][NH:9][CH2:10][CH2:11][N:6]2[C:5]1=[O:20], predict the reactants needed to synthesize it. (2) Given the product [CH3:1][C:2]1([CH3:20])[C:7]2[CH:8]=[C:9]([C:12]3[N:16]([CH2:23][C:22]#[CH:21])[C:15]([C:17]#[N:18])=[CH:14][CH:13]=3)[CH:10]=[CH:11][C:6]=2[NH:5][C:4](=[O:19])[O:3]1, predict the reactants needed to synthesize it. The reactants are: [CH3:1][C:2]1([CH3:20])[C:7]2[CH:8]=[C:9]([C:12]3[NH:16][C:15]([C:17]#[N:18])=[CH:14][CH:13]=3)[CH:10]=[CH:11][C:6]=2[NH:5][C:4](=[O:19])[O:3]1.[CH2:21](Br)[C:22]#[CH:23]. (3) Given the product [C:36]1([N:35]2[C:31]([C:23]3[C:24](=[O:30])[C:25]4[O:29][CH:28]=[CH:27][C:26]=4[N:21]([C:11]4[CH:12]=[CH:13][C:14]([N:16]5[CH:20]=[CH:19][CH:18]=[N:17]5)=[CH:15][C:10]=4[O:4][CH2:3][C:2]([F:6])([F:5])[F:1])[N:22]=3)=[CH:32][CH:33]=[N:34]2)[CH:41]=[CH:40][CH:39]=[CH:38][CH:37]=1, predict the reactants needed to synthesize it. The reactants are: [F:1][C:2]([F:6])([F:5])[CH2:3][OH:4].[H-].[Na+].F[C:10]1[CH:15]=[C:14]([N:16]2[CH:20]=[CH:19][CH:18]=[N:17]2)[CH:13]=[CH:12][C:11]=1[N:21]1[C:26]2[CH:27]=[CH:28][O:29][C:25]=2[C:24](=[O:30])[C:23]([C:31]2[N:35]([C:36]3[CH:41]=[CH:40][CH:39]=[CH:38][CH:37]=3)[N:34]=[CH:33][CH:32]=2)=[N:22]1.C(=O)([O-])O.[Na+]. (4) Given the product [C:1]([O:5][C:6]([NH:8][CH2:9][C:10]1[CH:15]=[CH:14][C:13]([C:16](=[O:22])[CH2:17][C:18]([CH3:21])([CH3:20])[CH3:19])=[CH:12][C:11]=1[F:23])=[O:7])([CH3:4])([CH3:2])[CH3:3], predict the reactants needed to synthesize it. The reactants are: [C:1]([O:5][C:6]([NH:8][CH2:9][C:10]1[CH:15]=[CH:14][C:13]([CH:16]([OH:22])[CH2:17][C:18]([CH3:21])([CH3:20])[CH3:19])=[CH:12][C:11]=1[F:23])=[O:7])([CH3:4])([CH3:3])[CH3:2].